This data is from Forward reaction prediction with 1.9M reactions from USPTO patents (1976-2016). The task is: Predict the product of the given reaction. (1) Given the reactants [Br:1][C:2]1[CH:7]=[CH:6][C:5]([O:8][C:9](=[O:14])[CH:10]=[C:11]([CH3:13])[CH3:12])=[CH:4][CH:3]=1.[Cl-].[Al+3].[Cl-].[Cl-], predict the reaction product. The product is: [Br:1][C:2]1[CH:3]=[C:4]2[C:5](=[CH:6][CH:7]=1)[O:8][C:9](=[O:14])[CH2:10][C:11]2([CH3:12])[CH3:13]. (2) The product is: [C:24]([O:23][C:21]([NH:1][C@H:2]([C:11]([OH:13])=[O:12])[CH2:3][C:4]1[CH:5]=[CH:6][C:7]([OH:10])=[CH:8][CH:9]=1)=[O:22])([CH3:27])([CH3:26])[CH3:25]. Given the reactants [NH2:1][C@H:2]([C:11]([OH:13])=[O:12])[CH2:3][C:4]1[CH:9]=[CH:8][C:7]([OH:10])=[CH:6][CH:5]=1.C(N(CC)CC)C.[C:21](O[C:21]([O:23][C:24]([CH3:27])([CH3:26])[CH3:25])=[O:22])([O:23][C:24]([CH3:27])([CH3:26])[CH3:25])=[O:22], predict the reaction product. (3) Given the reactants C[N:2](/[CH:4]=[N:5]/[C:6]([C:8]1[N:12]2[CH2:13][CH2:14][N:15]([C:17]([O:19][C:20]([CH3:23])([CH3:22])[CH3:21])=[O:18])[CH2:16][C:11]2=[N:10][N:9]=1)=[S:7])C.N1C=CC=CC=1, predict the reaction product. The product is: [S:7]1[C:6]([C:8]2[N:12]3[CH2:13][CH2:14][N:15]([C:17]([O:19][C:20]([CH3:23])([CH3:22])[CH3:21])=[O:18])[CH2:16][C:11]3=[N:10][N:9]=2)=[N:5][CH:4]=[N:2]1.